This data is from Forward reaction prediction with 1.9M reactions from USPTO patents (1976-2016). The task is: Predict the product of the given reaction. (1) Given the reactants [CH3:1][NH:2][CH:3]([CH3:5])[CH3:4].[CH:6]1([N:9]([CH:36]2[CH2:38][CH2:37]2)[C:10]([C:12]2[N:33]([CH2:34][CH3:35])[C:15]3=[N:16][C:17]([NH:24][C:25]4[S:26][C:27]([C:30]([OH:32])=O)=[CH:28][N:29]=4)=[C:18]4[N:22]=[CH:21][N:20]([CH3:23])[C:19]4=[C:14]3[CH:13]=2)=[O:11])[CH2:8][CH2:7]1, predict the reaction product. The product is: [CH:6]1([N:9]([CH:36]2[CH2:38][CH2:37]2)[C:10]([C:12]2[N:33]([CH2:34][CH3:35])[C:15]3=[N:16][C:17]([NH:24][C:25]4[S:26][C:27]([C:30]([N:2]([CH:3]([CH3:5])[CH3:4])[CH3:1])=[O:32])=[CH:28][N:29]=4)=[C:18]4[N:22]=[CH:21][N:20]([CH3:23])[C:19]4=[C:14]3[CH:13]=2)=[O:11])[CH2:7][CH2:8]1. (2) Given the reactants [CH2:1]([N:3]1[CH2:8][CH2:7][CH:6]([C:9]2[C:10](F)=[C:11]([CH:14]=[CH:15][CH:16]=2)[C:12]#[N:13])[CH2:5][CH2:4]1)[CH3:2].C([OH:22])C#CC.CC(C)([O-])C.[K+].Cl, predict the reaction product. The product is: [CH2:1]([N:3]1[CH2:8][CH2:7][CH:6]([C:9]2[C:10]([OH:22])=[C:11]([CH:14]=[CH:15][CH:16]=2)[C:12]#[N:13])[CH2:5][CH2:4]1)[CH3:2]. (3) Given the reactants [CH3:1][O:2][C:3](=[O:15])[CH2:4][C@H:5]1[C:9]2[CH:10]=[CH:11][C:12]([OH:14])=[CH:13][C:8]=2[O:7][CH2:6]1.[CH2:16]([S:18][CH2:19][CH2:20][O:21][C:22]1[CH:27]=[C:26]([CH3:28])[C:25]([C:29]2[CH:34]=[CH:33][CH:32]=[C:31]([CH2:35]O)[CH:30]=2)=[C:24]([CH3:37])[CH:23]=1)[CH3:17].C(P(CCCC)CCCC)CCC.N(C(N1CCCCC1)=O)=NC(N1CCCCC1)=O, predict the reaction product. The product is: [CH3:1][O:2][C:3](=[O:15])[CH2:4][C@H:5]1[C:9]2[CH:10]=[CH:11][C:12]([O:14][CH2:35][C:31]3[CH:30]=[C:29]([C:25]4[C:26]([CH3:28])=[CH:27][C:22]([O:21][CH2:20][CH2:19][S:18][CH2:16][CH3:17])=[CH:23][C:24]=4[CH3:37])[CH:34]=[CH:33][CH:32]=3)=[CH:13][C:8]=2[O:7][CH2:6]1. (4) Given the reactants [F:1][C:2]([F:34])([F:33])[C@@:3]([C:6]1[CH:11]=[CH:10][C:9]([N:12]2[CH2:17][CH2:16][N:15]([S:18]([C:21]3[S:22][CH:23]=[CH:24][CH:25]=3)(=[O:20])=[O:19])[CH2:14][C@@H:13]2[CH2:26][CH:27]2[CH2:32][CH2:31][O:30][CH2:29][CH2:28]2)=[CH:8][CH:7]=1)([OH:5])[CH3:4].FC(F)(F)[C@](C1C=CC(N2CCN(S(C3SC=CC=3)(=O)=O)C[C@@H]2CC2CCOCC2)=CC=1)(O)C.FC(F)(F)[C@](C1C=CC(N2CCN(S(C3SC=CC=3)(=O)=O)C[C@H]2CC2CCOCC2)=CC=1)(O)C, predict the reaction product. The product is: [F:34][C:2]([F:1])([F:33])[C@@:3]([C:6]1[CH:11]=[CH:10][C:9]([N:12]2[CH2:17][CH2:16][N:15]([S:18]([C:21]3[S:22][CH:23]=[CH:24][CH:25]=3)(=[O:20])=[O:19])[CH2:14][C@H:13]2[CH2:26][CH:27]2[CH2:28][CH2:29][O:30][CH2:31][CH2:32]2)=[CH:8][CH:7]=1)([OH:5])[CH3:4]. (5) The product is: [Cl:1][C:2]1[CH:3]=[C:4]([CH:20]=[CH:21][CH:22]=1)[O:5][C:6]1[CH:11]=[C:10]([O:12][CH2:29][C:25]2[CH:24]=[N:23][CH:28]=[CH:27][CH:26]=2)[CH:9]=[CH:8][C:7]=1/[CH:13]=[CH:14]/[C:15]([O:17][CH2:18][CH3:19])=[O:16]. Given the reactants [Cl:1][C:2]1[CH:3]=[C:4]([CH:20]=[CH:21][CH:22]=1)[O:5][C:6]1[CH:11]=[C:10]([OH:12])[CH:9]=[CH:8][C:7]=1/[CH:13]=[CH:14]/[C:15]([O:17][CH2:18][CH3:19])=[O:16].[N:23]1[CH:28]=[CH:27][CH:26]=[C:25]([CH2:29]O)[CH:24]=1.C1C=CC(P(C2C=CC=CC=2)C2C=CC=CC=2)=CC=1.CC(OC(/N=N/C(OC(C)C)=O)=O)C, predict the reaction product. (6) Given the reactants [C:1]([O:5][C:6]([N:8]1[CH2:11][CH:10](OS(C)(=O)=O)[CH2:9]1)=[O:7])([CH3:4])([CH3:3])[CH3:2].[CH3:17][S-:18].[Na+], predict the reaction product. The product is: [C:1]([O:5][C:6]([N:8]1[CH2:9][CH:10]([S:18][CH3:17])[CH2:11]1)=[O:7])([CH3:2])([CH3:3])[CH3:4]. (7) Given the reactants [CH:1]1([NH2:4])[CH2:3][CH2:2]1.CCN(C(C)C)C(C)C.[CH3:14][C:15]([C:19]1[N:23]([CH2:24][CH:25]2[CH2:30][CH2:29][O:28][CH2:27][CH2:26]2)[C:22]2[CH:31]=[CH:32][C:33]([S:35]([N:38]3[CH:42]=[C:41]([C:43](O)=[O:44])[CH:40]=[N:39]3)(=[O:37])=[O:36])=[CH:34][C:21]=2[N:20]=1)([CH3:18])[CH2:16][CH3:17].CN(C(ON1N=NC2C=CC=NC1=2)=[N+](C)C)C.F[P-](F)(F)(F)(F)F, predict the reaction product. The product is: [CH:1]1([NH:4][C:43]([C:41]2[CH:40]=[N:39][N:38]([S:35]([C:33]3[CH:32]=[CH:31][C:22]4[N:23]([CH2:24][CH:25]5[CH2:30][CH2:29][O:28][CH2:27][CH2:26]5)[C:19]([C:15]([CH3:14])([CH3:18])[CH2:16][CH3:17])=[N:20][C:21]=4[CH:34]=3)(=[O:37])=[O:36])[CH:42]=2)=[O:44])[CH2:3][CH2:2]1. (8) Given the reactants [CH:1]1[C:13]2[CH:12]([CH2:14][O:15][C:16]([NH:18][C:19]3[CH:27]=[CH:26][C:22]([C:23](O)=[O:24])=[C:21]([N+:28]([O-:30])=[O:29])[CH:20]=3)=[O:17])[C:11]3[C:6](=[CH:7][CH:8]=[CH:9][CH:10]=3)[C:5]=2[CH:4]=[CH:3][CH:2]=1.C[N+:32](C)=C(N(C)C)ON1C2C=CC=CC=2N=N1.F[P-](F)(F)(F)(F)F.Cl.[C:56]([O:60][C:61](=[O:73])[C@H:62]([CH2:64][CH2:65][C:66]([O:68][C:69]([CH3:72])([CH3:71])[CH3:70])=[O:67])[NH2:63])([CH3:59])([CH3:58])[CH3:57].COC(C)(C)C, predict the reaction product. The product is: [CH:1]1[C:13]2[CH:12]([CH2:14][O:15][C:16]([NH:18][C:19]3[CH:27]=[CH:26][C:22]([C:23]([NH:63][C@@:62]([C:61]([O:60][C:56]([CH3:58])([CH3:59])[CH3:57])=[O:73])([CH2:64][CH2:65][C:66]([O:68][C:69]([CH3:72])([CH3:71])[CH3:70])=[O:67])[NH2:32])=[O:24])=[C:21]([N+:28]([O-:30])=[O:29])[CH:20]=3)=[O:17])[C:11]3[C:6](=[CH:7][CH:8]=[CH:9][CH:10]=3)[C:5]=2[CH:4]=[CH:3][CH:2]=1.